Dataset: Full USPTO retrosynthesis dataset with 1.9M reactions from patents (1976-2016). Task: Predict the reactants needed to synthesize the given product. (1) Given the product [CH3:15][C:14]1[S:13][C:12]([CH:16]2[CH2:21][CH2:20][O:19][CH2:18][CH2:17]2)=[N:11][C:10]=1[CH2:9][OH:8], predict the reactants needed to synthesize it. The reactants are: [Si]([O:8][CH2:9][C:10]1[N:11]=[C:12]([CH:16]2[CH2:21][CH2:20][O:19][CH2:18][CH2:17]2)[S:13][C:14]=1[CH3:15])(C(C)(C)C)(C)C.CCCC[N+](CCCC)(CCCC)CCCC.[F-]. (2) Given the product [F:28][C:29]1[C:34]([O:35][CH3:36])=[CH:33][CH:32]=[CH:31][C:30]=1[C:37]1[CH:41]=[C:40]([CH2:42][CH2:43][C@@:44]([CH3:52])([S:48]([CH3:51])(=[O:49])=[O:50])[C:45]([NH:60][O:59][CH:54]2[CH2:55][CH2:56][CH2:57][CH2:58][O:53]2)=[O:46])[O:39][N:38]=1, predict the reactants needed to synthesize it. The reactants are: C(N(C(C)C)C(C)C)C.C(P1(=O)OP(CCC)(=O)OP(CCC)(=O)O1)CC.[F:28][C:29]1[C:34]([O:35][CH3:36])=[CH:33][CH:32]=[CH:31][C:30]=1[C:37]1[CH:41]=[C:40]([CH2:42][CH2:43][C@@:44]([CH3:52])([S:48]([CH3:51])(=[O:50])=[O:49])[C:45](O)=[O:46])[O:39][N:38]=1.[O:53]1[CH2:58][CH2:57][CH2:56][CH2:55][CH:54]1[O:59][NH2:60]. (3) Given the product [CH:37]1([N:28]2[CH2:29][C:30]([F:35])([F:36])[C:31](=[O:34])[N:32]([CH3:33])[C:26]3[CH:25]=[N:24][C:23]([NH:22][C:19]4[CH:20]=[CH:21][C:16]([C:15]([NH:14][CH:11]5[CH2:12][CH2:13][NH:8][CH2:9][CH2:10]5)=[O:44])=[CH:17][C:18]=4[O:42][CH3:43])=[N:41][C:27]2=3)[CH2:40][CH2:39][CH2:38]1, predict the reactants needed to synthesize it. The reactants are: C(OC([N:8]1[CH2:13][CH2:12][CH:11]([NH:14][C:15](=[O:44])[C:16]2[CH:21]=[CH:20][C:19]([NH:22][C:23]3[N:24]=[CH:25][C:26]4[N:32]([CH3:33])[C:31](=[O:34])[C:30]([F:36])([F:35])[CH2:29][N:28]([CH:37]5[CH2:40][CH2:39][CH2:38]5)[C:27]=4[N:41]=3)=[C:18]([O:42][CH3:43])[CH:17]=2)[CH2:10][CH2:9]1)=O)(C)(C)C.FC(F)(F)C(O)=O. (4) Given the product [Cl:11][C:9]1[CH:8]=[C:7]([C:12](=[O:14])[CH3:13])[CH:6]=[C:5]2[C:10]=1[C:2]([CH3:20])=[N:3][N:4]2[CH2:15][CH2:16][CH2:17][O:18][CH3:19], predict the reactants needed to synthesize it. The reactants are: Br[C:2]1[C:10]2[C:5](=[CH:6][C:7]([C:12](=[O:14])[CH3:13])=[CH:8][C:9]=2[Cl:11])[N:4]([CH2:15][CH2:16][CH2:17][O:18][CH3:19])[N:3]=1.[C:20](=O)([O-])[O-].[K+].[K+].CB1OB(C)OB(C)O1.O.